From a dataset of Forward reaction prediction with 1.9M reactions from USPTO patents (1976-2016). Predict the product of the given reaction. (1) Given the reactants Br[C:2]1[CH:3]=[C:4]([CH:25]=[CH:26][C:27]=1[CH3:28])[C:5]([NH:7][C:8]1[CH:13]=[CH:12][C:11]([CH2:14][N:15]2[CH2:20][CH2:19][O:18][CH2:17][CH2:16]2)=[C:10]([C:21]([F:24])([F:23])[F:22])[CH:9]=1)=[O:6].Br[C:30]1[CH:31]=[C:32]2[C:37](=[CH:38][CH:39]=1)[CH:36]=[N:35][N:34]=[CH:33]2, predict the reaction product. The product is: [CH3:28][C:27]1[CH:26]=[CH:25][C:4]([C:5]([NH:7][C:8]2[CH:13]=[CH:12][C:11]([CH2:14][N:15]3[CH2:16][CH2:17][O:18][CH2:19][CH2:20]3)=[C:10]([C:21]([F:23])([F:22])[F:24])[CH:9]=2)=[O:6])=[CH:3][C:2]=1[C:30]1[CH:31]=[C:32]2[C:37](=[CH:38][CH:39]=1)[CH:36]=[N:35][N:34]=[CH:33]2. (2) Given the reactants Br[C:2]1[N:3]=[C:4]2[C:10]([C:11](=[O:16])[C:12]([CH3:15])([CH3:14])[CH3:13])=[CH:9][NH:8][C:5]2=[N:6][CH:7]=1.[CH:17]([O:20][C:21]1[CH:22]=[C:23](B(O)O)[CH:24]=[CH:25][CH:26]=1)([CH3:19])[CH3:18], predict the reaction product. The product is: [CH:17]([O:20][C:21]1[CH:26]=[C:25]([C:2]2[N:3]=[C:4]3[C:10]([C:11](=[O:16])[C:12]([CH3:15])([CH3:14])[CH3:13])=[CH:9][NH:8][C:5]3=[N:6][CH:7]=2)[CH:24]=[CH:23][CH:22]=1)([CH3:19])[CH3:18]. (3) Given the reactants [F:1][C:2]1[C:7]([CH:8]2[CH2:13][CH2:12][CH2:11][CH2:10][N:9]2[C:14]([O:16]C(C)(C)C)=O)=[CH:6][CH:5]=[CH:4][N:3]=1.[C:21](O)(C(F)(F)F)=O.C(OC(=O)C)(=O)C, predict the reaction product. The product is: [F:1][C:2]1[C:7]([CH:8]2[CH2:13][CH2:12][CH2:11][CH2:10][N:9]2[C:14](=[O:16])[CH3:21])=[CH:6][CH:5]=[CH:4][N:3]=1. (4) Given the reactants CC([O-])(C)C.[K+].[C:7]([CH2:9][C:10]([NH2:12])=[O:11])#[N:8].[CH3:13][C:14](=O)/[CH:15]=[CH:16]/[CH2:17][CH2:18][CH3:19].O=O.Cl, predict the reaction product. The product is: [CH3:13][C:14]1[NH:12][C:10](=[O:11])[C:9]([C:7]#[N:8])=[C:16]([CH2:17][CH2:18][CH3:19])[CH:15]=1. (5) The product is: [Cl:8][C:9]1[S:13][CH:12]=[C:11]([C:14]2[O:18][N:17]=[C:16]([C@H:19]3[CH2:24][C@@H:23]4[C@@H:21]([CH2:22]4)[NH:20]3)[CH:15]=2)[CH:10]=1. Given the reactants C(O)(C(F)(F)F)=O.[Cl:8][C:9]1[S:13][CH:12]=[C:11]([C:14]2[O:18][N:17]=[C:16]([C@H:19]3[CH2:24][C@@H:23]4[C@@H:21]([CH2:22]4)[N:20]3C(OC(C)(C)C)=O)[CH:15]=2)[CH:10]=1, predict the reaction product. (6) Given the reactants [CH2:1]([C:3]1[S:4][C:5]([C:8]2[O:9][C:10]3[CH:20]=[C:19]([N:21]([CH3:26])[S:22]([CH3:25])(=[O:24])=[O:23])[C:18](B4OC(C)(C)C(C)(C)O4)=[CH:17][C:11]=3[C:12]=2[C:13]([NH:15][CH3:16])=[O:14])=[CH:6][N:7]=1)[CH3:2].Cl[C:37]1[CH:38]=[CH:39][C:40]2[N:41]=[CH:42][N:43]3[C:51]4[CH:50]=[CH:49][CH:48]=[C:47]([F:52])[C:46]=4[CH:45]=[C:44]3[C:53]=2[N:54]=1.C([O-])([O-])=O.[Cs+].[Cs+], predict the reaction product. The product is: [CH2:1]([C:3]1[S:4][C:5]([C:8]2[O:9][C:10]3[CH:20]=[C:19]([N:21]([CH3:26])[S:22]([CH3:25])(=[O:24])=[O:23])[C:18]([C:37]4[CH:38]=[CH:39][C:40]5[N:41]=[CH:42][N:43]6[C:51]7[CH:50]=[CH:49][CH:48]=[C:47]([F:52])[C:46]=7[CH:45]=[C:44]6[C:53]=5[N:54]=4)=[CH:17][C:11]=3[C:12]=2[C:13]([NH:15][CH3:16])=[O:14])=[CH:6][N:7]=1)[CH3:2]. (7) Given the reactants [CH3:1][CH:2]([C:8](=[O:10])[CH3:9])[C:3]([O:5][CH2:6][CH3:7])=[O:4].F[B-](F)(F)F.[CH3:32][O:31][C:26]1[CH:27]=[CH:28][CH:29]=[CH:30][C:25]=1[I+][C:25]1[CH:30]=[CH:29][CH:28]=[CH:27][C:26]=1[O:31][CH3:32], predict the reaction product. The product is: [CH3:32][O:31][C:26]1[CH:25]=[CH:30][C:29]([C:2]([CH3:1])([C:8](=[O:10])[CH3:9])[C:3]([O:5][CH2:6][CH3:7])=[O:4])=[CH:28][CH:27]=1.